From a dataset of Full USPTO retrosynthesis dataset with 1.9M reactions from patents (1976-2016). Predict the reactants needed to synthesize the given product. Given the product [C@@H:27]1([O:26][CH2:25][CH2:24][N:14]([CH2:13][CH2:12][O:11][C@@H:1]2[O:9][C@@H:8]([CH3:10])[C@@H:6]([OH:7])[C@@H:4]([OH:5])[C@@H:2]2[OH:3])[CH2:15][CH2:16][CH2:17][CH2:18][CH2:19][C:20]([OH:22])=[O:21])[O:35][C@@H:34]([CH3:36])[C@@H:32]([OH:33])[C@@H:30]([OH:31])[C@@H:28]1[OH:29], predict the reactants needed to synthesize it. The reactants are: [C@@H:1]1([O:11][CH2:12][CH2:13][N:14]([CH2:24][CH2:25][O:26][C@@H:27]2[O:35][C@@H:34]([CH3:36])[C@@H:32]([OH:33])[C@@H:30]([OH:31])[C@@H:28]2[OH:29])[CH2:15][CH2:16][CH2:17][CH2:18][CH2:19][C:20]([O:22]C)=[O:21])[O:9][C@@H:8]([CH3:10])[C@@H:6]([OH:7])[C@@H:4]([OH:5])[C@@H:2]1[OH:3].[OH-].[Na+].Cl.